From a dataset of TCR-epitope binding with 47,182 pairs between 192 epitopes and 23,139 TCRs. Binary Classification. Given a T-cell receptor sequence (or CDR3 region) and an epitope sequence, predict whether binding occurs between them. (1) The epitope is RISNCVADY. The TCR CDR3 sequence is CASSQSPGGIQYF. Result: 0 (the TCR does not bind to the epitope). (2) The epitope is IYSKHTPINL. The TCR CDR3 sequence is CSVAPRGQAAYEQYF. Result: 0 (the TCR does not bind to the epitope). (3) The epitope is FLNGSCGSV. The TCR CDR3 sequence is CSASPYEQYF. Result: 0 (the TCR does not bind to the epitope). (4) The epitope is VTEHDTLLY. The TCR CDR3 sequence is CASSLVVDGEYNEQFF. Result: 0 (the TCR does not bind to the epitope). (5) The epitope is GILGFVFTL. The TCR CDR3 sequence is CASSILAVAGNEQFF. Result: 1 (the TCR binds to the epitope). (6) The epitope is HTTDPSFLGRY. The TCR CDR3 sequence is CASSVATGIADTQYF. Result: 1 (the TCR binds to the epitope). (7) The epitope is AMFWSVPTV. The TCR CDR3 sequence is CASSPPPTGGEGSNQPQHF. Result: 0 (the TCR does not bind to the epitope). (8) The epitope is MLNIPSINV. The TCR CDR3 sequence is CASSPGQLGNTIYF. Result: 0 (the TCR does not bind to the epitope).